The task is: Predict the product of the given reaction.. This data is from Forward reaction prediction with 1.9M reactions from USPTO patents (1976-2016). (1) Given the reactants [CH:1]1[C:13]2[CH:12]([CH2:14][O:15][C:16]([NH:18][C@@H:19]([CH2:23][OH:24])[C:20]([OH:22])=[O:21])=[O:17])[C:11]3[C:6](=[CH:7][CH:8]=[CH:9][CH:10]=3)[C:5]=2[CH:4]=[CH:3][CH:2]=1.ClC(Cl)(Cl)C(=N)O[C:29]([C:32]1[CH:37]=[CH:36][C:35]([C:38]([F:41])([F:40])[F:39])=[CH:34][CH:33]=1)([CH3:31])[CH3:30], predict the reaction product. The product is: [CH:10]1[C:11]2[CH:12]([CH2:14][O:15][C:16]([NH:18][C@@H:19]([CH2:23][OH:24])[C:20]([O:22][C:29]([C:32]3[CH:37]=[CH:36][C:35]([C:38]([F:39])([F:40])[F:41])=[CH:34][CH:33]=3)([CH3:31])[CH3:30])=[O:21])=[O:17])[C:13]3[C:5](=[CH:4][CH:3]=[CH:2][CH:1]=3)[C:6]=2[CH:7]=[CH:8][CH:9]=1. (2) Given the reactants [I-].[CH2:2]([N+:6]1[CH:11]=[CH:10][C:9]([N:12]2[CH2:16][CH2:15][CH2:14][CH2:13]2)=[CH:8][CH:7]=1)[CH2:3][CH2:4][CH3:5].[OH-:17], predict the reaction product. The product is: [OH-:17].[CH2:2]([N+:6]1[CH:11]=[CH:10][C:9]([N:12]2[CH2:16][CH2:15][CH2:14][CH2:13]2)=[CH:8][CH:7]=1)[CH2:3][CH2:4][CH3:5]. (3) Given the reactants [NH2:1][CH2:2][CH2:3][O:4][C:5]1[CH:10]=[CH:9][C:8]([Cl:11])=[CH:7][C:6]=1[CH:12]1[CH2:17][C:16](=[O:18])[NH:15][CH:14]([C:19]2[CH:24]=[C:23]([F:25])[CH:22]=[CH:21][C:20]=2[CH3:26])[C:13]21[C:34]1[C:29](=[CH:30][C:31]([Cl:35])=[CH:32][CH:33]=1)[NH:28][C:27]2=[O:36].[CH:37]1([C:41](O)=[O:42])[CH2:40][CH2:39][CH2:38]1.CCN=C=NCCCN(C)C.Cl.C1C=CC2N(O)N=NC=2C=1.CCN(C(C)C)C(C)C, predict the reaction product. The product is: [Cl:35][C:31]1[CH:30]=[C:29]2[NH:28][C:27](=[O:36])[C:13]3([CH:12]([C:6]4[CH:7]=[C:8]([Cl:11])[CH:9]=[CH:10][C:5]=4[O:4][CH2:3][CH2:2][NH:1][C:41]([CH:37]4[CH2:40][CH2:39][CH2:38]4)=[O:42])[CH2:17][C:16](=[O:18])[NH:15][CH:14]3[C:19]3[CH:24]=[C:23]([F:25])[CH:22]=[CH:21][C:20]=3[CH3:26])[C:34]2=[CH:33][CH:32]=1. (4) Given the reactants C(OC(=O)[NH:7][C:8]1[CH:13]=[C:12]([N:14]([CH3:16])[CH3:15])[C:11]([C:17]([F:20])([F:19])[F:18])=[CH:10][C:9]=1[NH2:21])(C)(C)C.C(O[C:28](=[O:51])[CH2:29][C:30](=O)[C:31]1[CH:36]=[CH:35][CH:34]=[C:33]([C:37]2[O:38][C:39]([CH2:42][O:43]C3CCCCO3)=[N:40][N:41]=2)[CH:32]=1)(C)(C)C.C(O)(C(F)(F)F)=O, predict the reaction product. The product is: [CH3:15][N:14]([CH3:16])[C:12]1[C:11]([C:17]([F:18])([F:19])[F:20])=[CH:10][C:9]2[NH:21][C:28](=[O:51])[CH2:29][C:30]([C:31]3[CH:36]=[CH:35][CH:34]=[C:33]([C:37]4[O:38][C:39]([CH2:42][OH:43])=[N:40][N:41]=4)[CH:32]=3)=[N:7][C:8]=2[CH:13]=1. (5) Given the reactants Cl[C:2]1[N:3]=[C:4](Cl)[C:5]2[CH2:10][N:9]([CH:11]([CH3:13])[CH3:12])[C:8](=[O:14])[C:6]=2[N:7]=1.[NH:16]1[CH2:20][CH2:19][CH2:18][C@@H:17]1[C:21]([OH:23])=[O:22].CCN(C(C)C)C(C)C.ClC1N=C(N2CCC[C@@H]2COCC)C2CN(C(C)C)C(=O)C=2N=1.[N:56]1([C:62](=[O:64])[CH3:63])[CH2:61][CH2:60][NH:59][CH2:58][CH2:57]1, predict the reaction product. The product is: [C:62]([N:56]1[CH2:61][CH2:60][N:59]([C:2]2[N:3]=[C:4]([N:16]3[CH2:20][CH2:19][CH2:18][C@@H:17]3[C:21]([OH:23])=[O:22])[C:5]3[CH2:10][N:9]([CH:11]([CH3:13])[CH3:12])[C:8](=[O:14])[C:6]=3[N:7]=2)[CH2:58][CH2:57]1)(=[O:64])[CH3:63]. (6) Given the reactants [F:1][C:2]([F:26])([CH:15]([F:25])[C:16]1[CH:21]=[CH:20][CH:19]=[C:18]([N+:22]([O-:24])=[O:23])[CH:17]=1)[CH2:3][N:4]1C(=O)C2C(=CC=CC=2)C1=O, predict the reaction product. The product is: [F:1][C:2]([F:26])([CH:15]([F:25])[C:16]1[CH:21]=[CH:20][CH:19]=[C:18]([N+:22]([O-:24])=[O:23])[CH:17]=1)[CH2:3][NH2:4].